From a dataset of Full USPTO retrosynthesis dataset with 1.9M reactions from patents (1976-2016). Predict the reactants needed to synthesize the given product. (1) Given the product [CH3:15][CH:9]1[CH:10]([C:11]([O:13][CH3:14])=[O:12])[C:6](=[O:5])[CH2:7][S:8]1, predict the reactants needed to synthesize it. The reactants are: C[O-].[Na+].C[O:5][C:6](=O)[CH2:7][S:8][CH:9]([CH3:15])[CH2:10][C:11]([O:13][CH3:14])=[O:12].C(O)(=O)C.C([O-])([O-])=O.[Na+].[Na+]. (2) Given the product [CH3:23][C:15]1[N:16]=[C:17]([NH2:20])[CH:18]=[CH:19][C:14]=1[O:13][C:11]1[CH:10]=[CH:9][N:8]=[C:7]([C:4]2[S:3][C:2]([CH3:1])=[N:6][CH:5]=2)[CH:12]=1, predict the reactants needed to synthesize it. The reactants are: [CH3:1][C:2]1[S:3][C:4]([C:7]2[CH:12]=[C:11]([O:13][C:14]3[C:15]([CH3:23])=[N:16][C:17]([N+:20]([O-])=O)=[CH:18][CH:19]=3)[CH:10]=[CH:9][N:8]=2)=[CH:5][N:6]=1. (3) Given the product [CH:24]1([C:23]#[C:22][C:21]2([C:27]([F:30])([F:28])[F:29])[O:5][C:6](=[O:32])[NH:7][C:8]3[CH:13]=[CH:12][C:11]([O:14][CH2:15][O:16][CH2:17][CH2:18][O:19][CH3:20])=[CH:10][C:9]2=3)[CH2:26][CH2:25]1, predict the reactants needed to synthesize it. The reactants are: C([O:5][C:6](=[O:32])[NH:7][C:8]1[CH:13]=[CH:12][C:11]([O:14][CH2:15][O:16][CH2:17][CH2:18][O:19][CH3:20])=[CH:10][C:9]=1[C:21](O)([C:27]([F:30])([F:29])[F:28])[C:22]#[C:23][CH:24]1[CH2:26][CH2:25]1)(C)(C)C.C([Li])CCC. (4) The reactants are: [Cl:1][C:2]1[C:3]([Cl:15])=[C:4]([Cl:14])[C:5]([Cl:13])=[C:6]2[C:11](=O)[O:10][C:8](=[O:9])[C:7]=12.[H-].[Al+3].[Li+].[H-].[H-].[H-]. Given the product [Cl:13][C:5]1[C:4]([Cl:14])=[C:3]([Cl:15])[C:2]([Cl:1])=[C:7]2[C:6]=1[CH2:11][O:10][C:8]2=[O:9], predict the reactants needed to synthesize it.